From a dataset of Forward reaction prediction with 1.9M reactions from USPTO patents (1976-2016). Predict the product of the given reaction. (1) Given the reactants [Cl:1][C:2]1[CH:3]=[C:4]2[C:8](=[CH:9][CH:10]=1)[NH:7][C:6]([C:11](O)=[O:12])=[C:5]2[C:14]1[CH:19]=[CH:18][CH:17]=[CH:16][CH:15]=1.CN(C=O)C.C(Cl)(C([Cl:29])=O)=O, predict the reaction product. The product is: [Cl:1][C:2]1[CH:3]=[C:4]2[C:8](=[CH:9][CH:10]=1)[NH:7][C:6]([C:11]([Cl:29])=[O:12])=[C:5]2[C:14]1[CH:19]=[CH:18][CH:17]=[CH:16][CH:15]=1. (2) Given the reactants [Cl:1][C:2]1[C:7]([C:8]2[C:9](=[O:22])[NH:10][C:11](=[O:21])[N:12]([CH2:14][CH2:15][CH:16](OC)[O:17]C)[CH:13]=2)=[CH:6][CH:5]=[CH:4][N:3]=1, predict the reaction product. The product is: [Cl:1][C:2]1[C:7]([C:8]2[C:9](=[O:22])[NH:10][C:11](=[O:21])[N:12]([CH2:14][CH2:15][CH:16]=[O:17])[CH:13]=2)=[CH:6][CH:5]=[CH:4][N:3]=1.